Dataset: Peptide-MHC class I binding affinity with 185,985 pairs from IEDB/IMGT. Task: Regression. Given a peptide amino acid sequence and an MHC pseudo amino acid sequence, predict their binding affinity value. This is MHC class I binding data. (1) The peptide sequence is SIFFDYMAI. The MHC is HLA-B15:01 with pseudo-sequence HLA-B15:01. The binding affinity (normalized) is 0.213. (2) The peptide sequence is LVGLMALTL. The MHC is Patr-B0101 with pseudo-sequence Patr-B0101. The binding affinity (normalized) is 0.276. (3) The peptide sequence is YEDQLHRAS. The MHC is HLA-A02:03 with pseudo-sequence HLA-A02:03. The binding affinity (normalized) is 0.0847. (4) The peptide sequence is NPVPVGNIY. The MHC is HLA-B53:01 with pseudo-sequence HLA-B53:01. The binding affinity (normalized) is 0.0634. (5) The peptide sequence is SQVLQQSTY. The MHC is HLA-A29:02 with pseudo-sequence HLA-A29:02. The binding affinity (normalized) is 0.0861. (6) The peptide sequence is DFHERPVIL. The MHC is HLA-A24:02 with pseudo-sequence HLA-A24:02. The binding affinity (normalized) is 0.682. (7) The peptide sequence is KTTLFHTFK. The MHC is HLA-A68:02 with pseudo-sequence HLA-A68:02. The binding affinity (normalized) is 0.